This data is from Forward reaction prediction with 1.9M reactions from USPTO patents (1976-2016). The task is: Predict the product of the given reaction. (1) Given the reactants [Br:1][C:2]1[CH:9]=[CH:8][C:5]([CH:6]=O)=[CH:4][CH:3]=1.[CH3:10][O:11][C:12]1[CH:13]=[C:14]([CH:18]=[CH:19][C:20]=1[O:21][CH3:22])[CH2:15][C:16]#[N:17], predict the reaction product. The product is: [Br:1][C:2]1[CH:9]=[CH:8][C:5](/[CH:6]=[C:15](/[C:14]2[CH:18]=[CH:19][C:20]([O:21][CH3:22])=[C:12]([O:11][CH3:10])[CH:13]=2)\[C:16]#[N:17])=[CH:4][CH:3]=1. (2) Given the reactants Cl.[F:2][C:3]([P:12](=[O:19])([O:16][CH2:17][CH3:18])[O:13][CH2:14][CH3:15])([F:11])[C:4]1[CH:9]=[CH:8][C:7]([NH2:10])=[CH:6][CH:5]=1.[N:20]1([C:29]2[O:30][C:31]([CH2:41][CH2:42][C:43](O)=[O:44])=[C:32]([C:34]3[CH:39]=[CH:38][C:37]([Cl:40])=[CH:36][CH:35]=3)[N:33]=2)[C:24]2[CH:25]=[CH:26][CH:27]=[CH:28][C:23]=2[N:22]=[CH:21]1.ON1C2N=CC=CC=2N=N1.C(N=C=NCCCN(C)C)C.Cl, predict the reaction product. The product is: [N:20]1([C:29]2[O:30][C:31]([CH2:41][CH2:42][C:43]([NH:10][C:7]3[CH:8]=[CH:9][C:4]([C:3]([P:12]([O:16][CH2:17][CH3:18])([O:13][CH2:14][CH3:15])=[O:19])([F:2])[F:11])=[CH:5][CH:6]=3)=[O:44])=[C:32]([C:34]3[CH:39]=[CH:38][C:37]([Cl:40])=[CH:36][CH:35]=3)[N:33]=2)[C:24]2[CH:25]=[CH:26][CH:27]=[CH:28][C:23]=2[N:22]=[CH:21]1.